Dataset: Reaction yield outcomes from USPTO patents with 853,638 reactions. Task: Predict the reaction yield, written as a fraction of the theoretical maximum amount of product (1.0 means a 100% yield; for example, 0.34 means a 34% yield). (1) The reactants are C[O:2][C:3]([CH:5]1[C:14]2[C:9](=[CH:10][CH:11]=[C:12]([C:15]([F:18])([F:17])[F:16])[CH:13]=2)[N:8]([C:19]([O:21][CH2:22][CH3:23])=[O:20])[CH:7]([CH2:24][CH3:25])[CH2:6]1)=[O:4].O1CCOCC1.[OH-].[Na+]. The catalyst is O. The product is [CH2:22]([O:21][C:19]([N:8]1[C:9]2[C:14](=[CH:13][C:12]([C:15]([F:17])([F:18])[F:16])=[CH:11][CH:10]=2)[CH:5]([C:3]([OH:4])=[O:2])[CH2:6][CH:7]1[CH2:24][CH3:25])=[O:20])[CH3:23]. The yield is 0.990. (2) The reactants are [CH3:1][O:2][C:3]1[CH:12]=[C:11]([O:13][CH3:14])[CH:10]=[C:9]2[C:4]=1[C:5](=[O:27])[NH:6][C:7]([C:15]1[CH:20]=[CH:19][C:18]([N:21]3[CH2:26][CH2:25][NH:24][CH2:23][CH2:22]3)=[CH:17][CH:16]=1)=[N:8]2.CCN(CC)CC.[C:35](Cl)(=[O:42])[C:36]1[CH:41]=[CH:40][CH:39]=[CH:38][CH:37]=1. The catalyst is C(Cl)Cl. The product is [C:35]([N:24]1[CH2:23][CH2:22][N:21]([C:18]2[CH:19]=[CH:20][C:15]([C:7]3[NH:6][C:5](=[O:27])[C:4]4[C:9](=[CH:10][C:11]([O:13][CH3:14])=[CH:12][C:3]=4[O:2][CH3:1])[N:8]=3)=[CH:16][CH:17]=2)[CH2:26][CH2:25]1)(=[O:42])[C:36]1[CH:41]=[CH:40][CH:39]=[CH:38][CH:37]=1. The yield is 0.640. (3) The reactants are I[C:2]1[CH:7]=[CH:6][CH:5]=[CH:4][N:3]=1.[CH2:8]([C:12]1[O:16][N:15]=[C:14]([C:17]2[CH:22]=[CH:21][CH:20]=[CH:19][CH:18]=2)[CH:13]=1)[CH2:9][C:10]#[CH:11]. The product is [C:17]1([C:14]2[CH:13]=[C:12]([CH2:8][CH2:9][C:10]#[C:11][C:2]3[CH:7]=[CH:6][CH:5]=[CH:4][N:3]=3)[O:16][N:15]=2)[CH:18]=[CH:19][CH:20]=[CH:21][CH:22]=1. The yield is 0.750. No catalyst specified. (4) The reactants are [F:1][C:2]1[CH:24]=[C:23]([F:25])[CH:22]=[CH:21][C:3]=1[O:4][C:5]1[CH:6]=[C:7]2[C:11](=[CH:12][C:13]=1[C:14]([OH:16])=[O:15])[N:10]([CH2:17][CH:18]([CH3:20])[CH3:19])[N:9]=[CH:8]2.O[N:27]1[C:31](=[O:32])[CH2:30][CH2:29][C:28]1=[O:33].CCN=C=NCCCN(C)C. The catalyst is C(Cl)Cl. The product is [O:33]=[C:28]1[CH2:29][CH2:30][C:31](=[O:32])[N:27]1[O:15][C:14]([C:13]1[CH:12]=[C:11]2[C:7]([CH:8]=[N:9][N:10]2[CH2:17][CH:18]([CH3:20])[CH3:19])=[CH:6][C:5]=1[O:4][C:3]1[CH:21]=[CH:22][C:23]([F:25])=[CH:24][C:2]=1[F:1])=[O:16]. The yield is 0.810. (5) The reactants are [Br:1][C:2]1[CH:10]=[C:9]2[C:5]([CH:6]=[C:7]([C:11]([O:13][CH2:14][CH3:15])=[O:12])[NH:8]2)=[CH:4][CH:3]=1.[H-].[Na+].Cl[CH2:19][C:20]#[N:21].O. The catalyst is CN(C=O)C. The product is [Br:1][C:2]1[CH:10]=[C:9]2[C:5]([CH:6]=[C:7]([C:11]([O:13][CH2:14][CH3:15])=[O:12])[N:8]2[CH2:19][C:20]#[N:21])=[CH:4][CH:3]=1. The yield is 0.950. (6) The reactants are [C:1]([CH2:3][CH2:4][PH:5]([O:14][C@@H:15]1[C@@H:19]([CH2:20][O:21][C:22]([C:37]2[CH:42]=[CH:41][C:40]([O:43][CH3:44])=[CH:39][CH:38]=2)([C:29]2[CH:34]=[CH:33][C:32]([O:35][CH3:36])=[CH:31][CH:30]=2)[C:23]2[CH:28]=[CH:27][CH:26]=[CH:25][CH:24]=2)[O:18][C@@H:17](N2C=CC(=O)NC2=O)[C@@H:16]1[O:53][C:54](=[O:62])[NH:55][C:56]1[CH:61]=[CH:60][CH:59]=[CH:58][CH:57]=1)([N:7]([CH:11]([CH3:13])[CH3:12])[CH:8]([CH3:10])[CH3:9])[OH:6])#[N:2].[O:63]=P(Cl)(Cl)Cl.C(N([CH2:73][CH3:74])CC)C.[NH:75]1[CH:79]=[N:78][CH:77]=[N:76]1. The catalyst is N1C=CC=CC=1.N.C(OCC)(=O)C.C(#N)C. The product is [C:1]([CH2:3][CH2:4][PH:5]([O:14][C@@H:15]1[C@@H:19]([CH2:20][O:21][C:22]([C:29]2[CH:30]=[CH:31][C:32]([O:35][CH3:36])=[CH:33][CH:34]=2)([C:37]2[CH:42]=[CH:41][C:40]([O:43][CH3:44])=[CH:39][CH:38]=2)[C:23]2[CH:28]=[CH:27][CH:26]=[CH:25][CH:24]=2)[O:18][C@@H:17]([N:76]2[CH:74]=[CH:73][C:79]([NH2:75])=[N:78][C:77]2=[O:63])[C@@H:16]1[O:53][C:54](=[O:62])[NH:55][C:56]1[CH:61]=[CH:60][CH:59]=[CH:58][CH:57]=1)([N:7]([CH:11]([CH3:13])[CH3:12])[CH:8]([CH3:9])[CH3:10])[OH:6])#[N:2]. The yield is 0.930.